From a dataset of Reaction yield outcomes from USPTO patents with 853,638 reactions. Predict the reaction yield, written as a fraction of the theoretical maximum amount of product (1.0 means a 100% yield; for example, 0.34 means a 34% yield). (1) The reactants are Cl.[CH2:2]([N:4]1[CH:9]=[CH:8][CH:7]=[C:6]([CH2:10][NH:11][N:12]2[CH2:17][CH2:16][C:15]([CH3:18])=[C:14]([CH2:19][C:20]([NH:22][CH2:23][C:24]3[C:25]([CH3:40])=[CH:26][C:27]([NH:32]C(=O)OC(C)(C)C)=[N:28][C:29]=3[CH2:30][OH:31])=[O:21])[C:13]2=[O:41])[C:5]1=[O:42])[CH3:3]. The catalyst is C1COCC1. The product is [NH2:32][C:27]1[N:28]=[C:29]([CH2:30][OH:31])[C:24]([CH2:23][NH:22][C:20](=[O:21])[CH2:19][C:14]2[C:13](=[O:41])[N:12]([NH:11][CH2:10][C:6]3[C:5](=[O:42])[N:4]([CH2:2][CH3:3])[CH:9]=[CH:8][CH:7]=3)[CH2:17][CH2:16][C:15]=2[CH3:18])=[C:25]([CH3:40])[CH:26]=1. The yield is 0.190. (2) The reactants are [Cl:1][C:2]1[CH:3]=[C:4]([CH:24]=[CH:25][CH:26]=1)[CH2:5][O:6][C:7]1[CH:16]=[C:15]2[C:10]([CH2:11][CH:12]([CH2:18][C:19](OCC)=[O:20])[C:13](=[O:17])[NH:14]2)=[CH:9][CH:8]=1.[NH3:27]. The catalyst is CO. The product is [Cl:1][C:2]1[CH:3]=[C:4]([CH:24]=[CH:25][CH:26]=1)[CH2:5][O:6][C:7]1[CH:16]=[C:15]2[C:10]([CH2:11][CH:12]([CH2:18][C:19]([NH2:27])=[O:20])[C:13](=[O:17])[NH:14]2)=[CH:9][CH:8]=1. The yield is 0.600. (3) The reactants are [CH3:1][C:2]1[C:3]([C:8]#[N:9])=[N:4][CH:5]=[CH:6][CH:7]=1.C1C(=O)N([Br:17])C(=O)C1.C(OOC(=O)C1C=CC=CC=1)(=O)C1C=CC=CC=1. The catalyst is C(Cl)(Cl)(Cl)Cl. The product is [Br:17][CH2:1][C:2]1[C:3]([C:8]#[N:9])=[N:4][CH:5]=[CH:6][CH:7]=1. The yield is 0.480. (4) The reactants are [Cl:1][C:2]1[CH:3]=[C:4](CC#N)[CH:5]=[C:6]([CH3:9])[C:7]=1[OH:8].CO[CH2:15][CH2:16][O:17]C.[OH-:19].[K+]. The catalyst is O. The product is [Cl:1][C:2]1[CH:3]=[C:4]([CH2:15][C:16]([OH:17])=[O:19])[CH:5]=[C:6]([CH3:9])[C:7]=1[OH:8]. The yield is 0.970.